From a dataset of Full USPTO retrosynthesis dataset with 1.9M reactions from patents (1976-2016). Predict the reactants needed to synthesize the given product. (1) Given the product [CH2:44]([N:46]1[CH2:51][CH2:50][N:49]([CH2:1][C:2]2[CH:7]=[CH:6][C:5]([N+:8]([O-:10])=[O:9])=[CH:4][C:3]=2[C:11]([F:12])([F:13])[F:14])[CH2:48][CH2:47]1)[CH3:45], predict the reactants needed to synthesize it. The reactants are: [CH3:1][C:2]1[CH:7]=[CH:6][C:5]([N+:8]([O-:10])=[O:9])=[CH:4][C:3]=1[C:11]([F:14])([F:13])[F:12].C1C(=O)N(Br)C(=O)C1.CC(N=NC(C#N)(C)C)(C#N)C.CCN(C(C)C)C(C)C.[CH2:44]([N:46]1[CH2:51][CH2:50][NH:49][CH2:48][CH2:47]1)[CH3:45]. (2) Given the product [CH3:1][C:2]1([CH3:9])[O:10][CH:6]([CH2:8][OH:7])[CH2:5][O:4][CH2:3]1, predict the reactants needed to synthesize it. The reactants are: [CH3:1][C:2]([OH:10])([CH3:9])[CH2:3][O:4][CH2:5][CH:6]1[CH2:8][O:7]1.C12(CS(O)(=O)=O)C(C)(C)C(CC1)CC2=O.